Regression. Given two drug SMILES strings and cell line genomic features, predict the synergy score measuring deviation from expected non-interaction effect. From a dataset of NCI-60 drug combinations with 297,098 pairs across 59 cell lines. (1) Drug 1: C1=NNC2=C1C(=O)NC=N2. Drug 2: CCN(CC)CCCC(C)NC1=C2C=C(C=CC2=NC3=C1C=CC(=C3)Cl)OC. Cell line: OVCAR-5. Synergy scores: CSS=23.3, Synergy_ZIP=8.99, Synergy_Bliss=13.1, Synergy_Loewe=-10.1, Synergy_HSA=11.1. (2) Drug 1: C1C(C(OC1N2C=NC(=NC2=O)N)CO)O. Drug 2: C(CCl)NC(=O)N(CCCl)N=O. Cell line: SW-620. Synergy scores: CSS=23.8, Synergy_ZIP=-5.62, Synergy_Bliss=-1.19, Synergy_Loewe=3.01, Synergy_HSA=3.50. (3) Drug 1: CC1CCC2CC(C(=CC=CC=CC(CC(C(=O)C(C(C(=CC(C(=O)CC(OC(=O)C3CCCCN3C(=O)C(=O)C1(O2)O)C(C)CC4CCC(C(C4)OC)O)C)C)O)OC)C)C)C)OC. Drug 2: COCCOC1=C(C=C2C(=C1)C(=NC=N2)NC3=CC=CC(=C3)C#C)OCCOC.Cl. Cell line: IGROV1. Synergy scores: CSS=37.7, Synergy_ZIP=1.82, Synergy_Bliss=4.11, Synergy_Loewe=3.35, Synergy_HSA=4.32. (4) Drug 1: CC1CCC2CC(C(=CC=CC=CC(CC(C(=O)C(C(C(=CC(C(=O)CC(OC(=O)C3CCCCN3C(=O)C(=O)C1(O2)O)C(C)CC4CCC(C(C4)OC)OCCO)C)C)O)OC)C)C)C)OC. Drug 2: C1C(C(OC1N2C=NC3=C2NC=NCC3O)CO)O. Cell line: UACC-257. Synergy scores: CSS=0.585, Synergy_ZIP=0.551, Synergy_Bliss=0.564, Synergy_Loewe=-0.462, Synergy_HSA=-1.45. (5) Drug 1: C(=O)(N)NO. Drug 2: C1=CC=C(C(=C1)C(C2=CC=C(C=C2)Cl)C(Cl)Cl)Cl. Cell line: NCI-H522. Synergy scores: CSS=-18.4, Synergy_ZIP=23.0, Synergy_Bliss=29.1, Synergy_Loewe=-4.84, Synergy_HSA=-0.786. (6) Drug 1: CC(C1=C(C=CC(=C1Cl)F)Cl)OC2=C(N=CC(=C2)C3=CN(N=C3)C4CCNCC4)N. Drug 2: CN(C)N=NC1=C(NC=N1)C(=O)N. Cell line: OVCAR-4. Synergy scores: CSS=-3.39, Synergy_ZIP=0.417, Synergy_Bliss=-2.20, Synergy_Loewe=-2.91, Synergy_HSA=-3.30. (7) Drug 1: COC1=CC(=CC(=C1O)OC)C2C3C(COC3=O)C(C4=CC5=C(C=C24)OCO5)OC6C(C(C7C(O6)COC(O7)C8=CC=CS8)O)O. Drug 2: N.N.Cl[Pt+2]Cl. Cell line: UACC62. Synergy scores: CSS=27.5, Synergy_ZIP=-10.5, Synergy_Bliss=-3.47, Synergy_Loewe=-22.5, Synergy_HSA=-2.37.